From a dataset of NCI-60 drug combinations with 297,098 pairs across 59 cell lines. Regression. Given two drug SMILES strings and cell line genomic features, predict the synergy score measuring deviation from expected non-interaction effect. (1) Drug 1: CN(CCCl)CCCl.Cl. Drug 2: C(CCl)NC(=O)N(CCCl)N=O. Cell line: CCRF-CEM. Synergy scores: CSS=78.0, Synergy_ZIP=14.3, Synergy_Bliss=15.3, Synergy_Loewe=-12.2, Synergy_HSA=15.8. (2) Drug 1: CC1=C(C=C(C=C1)NC2=NC=CC(=N2)N(C)C3=CC4=NN(C(=C4C=C3)C)C)S(=O)(=O)N.Cl. Drug 2: CC1=C(N=C(N=C1N)C(CC(=O)N)NCC(C(=O)N)N)C(=O)NC(C(C2=CN=CN2)OC3C(C(C(C(O3)CO)O)O)OC4C(C(C(C(O4)CO)O)OC(=O)N)O)C(=O)NC(C)C(C(C)C(=O)NC(C(C)O)C(=O)NCCC5=NC(=CS5)C6=NC(=CS6)C(=O)NCCC[S+](C)C)O. Cell line: NCI/ADR-RES. Synergy scores: CSS=-0.00250, Synergy_ZIP=-8.32, Synergy_Bliss=-16.8, Synergy_Loewe=-39.6, Synergy_HSA=-17.9. (3) Drug 1: CC1OCC2C(O1)C(C(C(O2)OC3C4COC(=O)C4C(C5=CC6=C(C=C35)OCO6)C7=CC(=C(C(=C7)OC)O)OC)O)O. Drug 2: CN(C(=O)NC(C=O)C(C(C(CO)O)O)O)N=O. Cell line: SF-268. Synergy scores: CSS=19.5, Synergy_ZIP=-5.14, Synergy_Bliss=-2.67, Synergy_Loewe=-2.97, Synergy_HSA=-1.77. (4) Drug 1: C1CN1P(=S)(N2CC2)N3CC3. Drug 2: C(CC(=O)O)C(=O)CN.Cl. Cell line: SR. Synergy scores: CSS=31.6, Synergy_ZIP=-2.45, Synergy_Bliss=-4.90, Synergy_Loewe=-34.1, Synergy_HSA=-4.70.